Dataset: Full USPTO retrosynthesis dataset with 1.9M reactions from patents (1976-2016). Task: Predict the reactants needed to synthesize the given product. Given the product [C:1]([C:3](=[CH:45][CH:46]([CH3:49])[CH3:47])[C:4]([N:6]1[CH2:10][CH2:9][CH2:8][CH:7]1[CH2:11][N:12]1[C:16]2[CH:17]=[CH:18][C:19]([C:21]([NH:23][CH2:24][C:25]([CH3:28])([CH3:27])[CH3:26])=[O:22])=[CH:20][C:15]=2[N:14]=[C:13]1[NH:29][C:30]([C:32]1[S:33][C:34]([CH:37]([F:39])[F:38])=[CH:35][CH:36]=1)=[O:31])=[O:5])#[N:2], predict the reactants needed to synthesize it. The reactants are: [C:1]([CH2:3][C:4]([N:6]1[CH2:10][CH2:9][CH2:8][C@@H:7]1[CH2:11][N:12]1[C:16]2[CH:17]=[CH:18][C:19]([C:21]([NH:23][CH2:24][C:25]([CH3:28])([CH3:27])[CH3:26])=[O:22])=[CH:20][C:15]=2[N:14]=[C:13]1[NH:29][C:30]([C:32]1[S:33][C:34]([CH:37]([F:39])[F:38])=[CH:35][CH:36]=1)=[O:31])=[O:5])#[N:2].N1CCCC1.[CH3:45][CH:46]([CH3:49])[CH:47]=O.C[Si](Cl)(C)C.